From a dataset of NCI-60 drug combinations with 297,098 pairs across 59 cell lines. Regression. Given two drug SMILES strings and cell line genomic features, predict the synergy score measuring deviation from expected non-interaction effect. (1) Drug 2: C1=NNC2=C1C(=O)NC=N2. Synergy scores: CSS=2.03, Synergy_ZIP=-0.0866, Synergy_Bliss=3.03, Synergy_Loewe=-1.94, Synergy_HSA=1.04. Drug 1: CN(C)C1=NC(=NC(=N1)N(C)C)N(C)C. Cell line: EKVX. (2) Drug 1: CC1OCC2C(O1)C(C(C(O2)OC3C4COC(=O)C4C(C5=CC6=C(C=C35)OCO6)C7=CC(=C(C(=C7)OC)O)OC)O)O. Drug 2: CS(=O)(=O)CCNCC1=CC=C(O1)C2=CC3=C(C=C2)N=CN=C3NC4=CC(=C(C=C4)OCC5=CC(=CC=C5)F)Cl. Cell line: HCT-15. Synergy scores: CSS=49.8, Synergy_ZIP=4.02, Synergy_Bliss=6.43, Synergy_Loewe=-3.01, Synergy_HSA=5.49. (3) Drug 1: COC1=CC(=CC(=C1O)OC)C2C3C(COC3=O)C(C4=CC5=C(C=C24)OCO5)OC6C(C(C7C(O6)COC(O7)C8=CC=CS8)O)O. Drug 2: CS(=O)(=O)OCCCCOS(=O)(=O)C. Cell line: SF-539. Synergy scores: CSS=54.0, Synergy_ZIP=3.09, Synergy_Bliss=6.57, Synergy_Loewe=-5.69, Synergy_HSA=7.33.